Predict the reaction yield, written as a fraction of the theoretical maximum amount of product (1.0 means a 100% yield; for example, 0.34 means a 34% yield). From a dataset of Reaction yield outcomes from USPTO patents with 853,638 reactions. (1) The reactants are [C:1]([OH:24])(=O)[CH2:2][CH2:3]/[CH:4]=[CH:5]\[CH2:6]/[CH:7]=[CH:8]\[CH2:9]/[CH:10]=[CH:11]\[CH2:12]/[CH:13]=[CH:14]\[CH2:15]/[CH:16]=[CH:17]\[CH2:18]/[CH:19]=[CH:20]\[CH2:21][CH3:22].C(Cl)(=O)C([Cl:28])=O. The catalyst is C(Cl)Cl.CN(C=O)C. The product is [C:1]([Cl:28])(=[O:24])[CH2:2][CH2:3]/[CH:4]=[CH:5]\[CH2:6]/[CH:7]=[CH:8]\[CH2:9]/[CH:10]=[CH:11]\[CH2:12]/[CH:13]=[CH:14]\[CH2:15]/[CH:16]=[CH:17]\[CH2:18]/[CH:19]=[CH:20]\[CH2:21][CH3:22]. The yield is 1.00. (2) The reactants are [F:1][C:2]1[CH:7]=[CH:6][C:5](/[CH:8]=[CH:9]/[O:10]C)=[CH:4][C:3]=1[O:12][C:13]1[CH:18]=[CH:17][CH:16]=[CH:15][CH:14]=1.Cl.O1CCCC1. The catalyst is O. The product is [F:1][C:2]1[CH:7]=[CH:6][C:5]([CH2:8][CH:9]=[O:10])=[CH:4][C:3]=1[O:12][C:13]1[CH:14]=[CH:15][CH:16]=[CH:17][CH:18]=1. The yield is 0.410. (3) The reactants are [O-]P([O-])([O-])=O.[K+].[K+].[K+].[C:9]1(C)[CH:14]=[CH:13][CH:12]=[CH:11][C:10]=1B(O)O.Br[C:20]1[N:24]([C:25]2[C:30]([CH:31]([CH3:33])[CH3:32])=[CH:29][CH:28]=[CH:27][C:26]=2[CH:34]([CH3:36])[CH3:35])[C:23]([C:37]2[CH:42]=[CH:41][CH:40]=[CH:39][CH:38]=2)=[N:22][N:21]=1.[CH:43]1(P(C2CCCCC2)C2C=CC=CC=2C2C(OC)=CC=CC=2OC)CCCCC1. The catalyst is C(OC(=O)C)C.C1(C)C=CC=CC=1. The product is [CH:34]([C:26]1[CH:27]=[CH:28][CH:29]=[C:30]([CH:31]([CH3:33])[CH3:32])[C:25]=1[N:24]1[C:23]([C:37]2[CH:42]=[CH:41][CH:40]=[CH:39][C:38]=2[CH3:43])=[N:22][N:21]=[C:20]1[C:9]1[CH:14]=[CH:13][CH:12]=[CH:11][CH:10]=1)([CH3:36])[CH3:35]. The yield is 0.750. (4) The reactants are [Cl:1][C:2]1[CH:10]=[C:6]([C:7]([OH:9])=O)[C:5]([OH:11])=[CH:4][CH:3]=1.[NH2:12][C:13]1[S:14][C:15]([C:22]#[N:23])=[C:16]([C:18]([CH3:21])([CH3:20])[CH3:19])[N:17]=1. No catalyst specified. The product is [Cl:1][C:2]1[CH:3]=[CH:4][C:5]([OH:11])=[C:6]([CH:10]=1)[C:7]([NH:12][C:13]1[S:14][C:15]([C:22]#[N:23])=[C:16]([C:18]([CH3:19])([CH3:21])[CH3:20])[N:17]=1)=[O:9]. The yield is 0.634.